Predict the reaction yield, written as a fraction of the theoretical maximum amount of product (1.0 means a 100% yield; for example, 0.34 means a 34% yield). From a dataset of Reaction yield outcomes from USPTO patents with 853,638 reactions. The reactants are [Br:1][C:2]1[CH:7]=[CH:6][C:5]([NH:8][C:9]2[C:14]([C:15]3[O:16][C:17]([CH2:20]Cl)=[N:18][N:19]=3)=[CH:13][N:12]3[CH:22]=[CH:23][N:24]=[C:11]3[C:10]=2[Cl:25])=[C:4]([F:26])[CH:3]=1.[I-].[K+].[NH3:29]. The catalyst is O1CCCC1. The product is [NH2:29][CH2:20][C:17]1[O:16][C:15]([C:14]2[C:9]([NH:8][C:5]3[CH:6]=[CH:7][C:2]([Br:1])=[CH:3][C:4]=3[F:26])=[C:10]([Cl:25])[C:11]3[N:12]([CH:22]=[CH:23][N:24]=3)[CH:13]=2)=[N:19][N:18]=1. The yield is 0.710.